From a dataset of Tyrosyl-DNA phosphodiesterase HTS with 341,365 compounds. Binary Classification. Given a drug SMILES string, predict its activity (active/inactive) in a high-throughput screening assay against a specified biological target. (1) The compound is o1c(C2N(N=C(C2)c2occc2)C(=O)CCC(O)=O)ccc1. The result is 0 (inactive). (2) The compound is S(c1ccc(c2nc3n(c2Nc2cc4OCOc4cc2)c(ccc3)C)cc1)C. The result is 0 (inactive). (3) The drug is S([O-])(=O)(=O)c1ccc(cc1)C=C. The result is 1 (active). (4) The compound is S(=O)(=O)(N1CCOCC1)c1cc(sc1)C(=O)Nc1c([N+]([O-])=O)cccc1. The result is 0 (inactive). (5) The compound is S(=O)(=O)(N)c1cc([N+]([O-])=O)c(N\N=C\c2c(N3CCCC3)n(nc2C)c2ccccc2)cc1. The result is 0 (inactive).